From a dataset of Forward reaction prediction with 1.9M reactions from USPTO patents (1976-2016). Predict the product of the given reaction. (1) Given the reactants Cl[C:2]1[CH:10]=[C:9]2[C:5]([CH:6]=[N:7][N:8]2S(C2C=CC=CC=2)(=O)=O)=[C:4]([C:20]2[O:21][C:22]([CH2:25][N:26]3[CH2:31][C@H:30]([CH3:32])[O:29][C@H:28]([CH3:33])[CH2:27]3)=[CH:23][N:24]=2)[CH:3]=1.[O-]P([O-])([O-])=O.[K+].[K+].[K+].[F-].C([N+:47]([CH2:56][CH2:57][CH2:58][CH3:59])([CH2:52][CH2:53][CH2:54][CH3:55])CCCC)CCC, predict the reaction product. The product is: [CH3:33][C@H:28]1[O:29][C@@H:30]([CH3:32])[CH2:31][N:26]([CH2:25][C:22]2[O:21][C:20]([C:4]3[CH:3]=[C:2]([C:59]4[CH:55]=[CH:54][CH:53]=[C:52]5[C:58]=4[CH:57]=[CH:56][NH:47]5)[CH:10]=[C:9]4[C:5]=3[CH:6]=[N:7][NH:8]4)=[N:24][CH:23]=2)[CH2:27]1. (2) Given the reactants CI.[N+:3]([C:6]1[CH:19]=[CH:18][C:9]([CH2:10][NH:11][CH2:12][C@H:13]2[CH2:17][CH2:16][CH2:15][O:14]2)=[CH:8][CH:7]=1)([O-])=O.[C:20](=O)([O-])[O-].[K+].[K+], predict the reaction product. The product is: [CH3:20][N:11]([CH2:10][C:9]1[CH:18]=[CH:19][C:6]([NH2:3])=[CH:7][CH:8]=1)[CH2:12][C@H:13]1[CH2:17][CH2:16][CH2:15][O:14]1. (3) Given the reactants Br[C:2]1[O:6][C:5]([N:7]2[CH2:11][C@:10]3([CH:16]4[CH2:17][CH2:18][N:13]([CH2:14][CH2:15]4)[CH2:12]3)[O:9][C:8]2=[O:19])=[CH:4][CH:3]=1.C([Sn](CCCC)(CCCC)[C:25]1[CH:30]=[CH:29][CH:28]=[CH:27][N:26]=1)CCC, predict the reaction product. The product is: [N:26]1[CH:27]=[CH:28][CH:29]=[CH:30][C:25]=1[C:2]1[O:6][C:5]([N:7]2[CH2:11][C@:10]3([CH:16]4[CH2:17][CH2:18][N:13]([CH2:14][CH2:15]4)[CH2:12]3)[O:9][C:8]2=[O:19])=[CH:4][CH:3]=1.